This data is from Catalyst prediction with 721,799 reactions and 888 catalyst types from USPTO. The task is: Predict which catalyst facilitates the given reaction. (1) Reactant: Br[C:2]1[N:6]2[N:7]=[C:8]([NH:11][CH2:12][CH2:13][CH2:14][CH2:15][CH3:16])[CH:9]=[CH:10][C:5]2=[N:4][CH:3]=1.CC1(C)C(C)(C)OB([C:25]2[CH:30]=[CH:29][C:28]([CH:31]3[CH2:35][CH2:34][CH2:33][N:32]3[C:36]([O:38][C:39]([CH3:42])([CH3:41])[CH3:40])=[O:37])=[CH:27][CH:26]=2)O1.[O-]P([O-])([O-])=O.[K+].[K+].[K+].COCCOC. Product: [CH2:12]([NH:11][C:8]1[CH:9]=[CH:10][C:5]2[N:6]([C:2]([C:25]3[CH:26]=[CH:27][C:28]([CH:31]4[CH2:35][CH2:34][CH2:33][N:32]4[C:36]([O:38][C:39]([CH3:42])([CH3:41])[CH3:40])=[O:37])=[CH:29][CH:30]=3)=[CH:3][N:4]=2)[N:7]=1)[CH2:13][CH2:14][CH2:15][CH3:16]. The catalyst class is: 6. (2) Reactant: [Cl:1][C:2]1[C:3]([S:11]([C:14]2[CH:19]=[CH:18][C:17]([CH2:20][C@H:21]([NH:23][C:24](=[O:29])[C:25]([F:28])([F:27])[F:26])[CH3:22])=[CH:16][CH:15]=2)(=[O:13])=[O:12])=[C:4]([CH:8]=[CH:9][CH:10]=1)[C:5]([OH:7])=[O:6].I[CH2:31][CH3:32].C(=O)([O-])[O-].[K+].[K+].C(=O)(O)[O-].[Na+]. Product: [Cl:1][C:2]1[C:3]([S:11]([C:14]2[CH:15]=[CH:16][C:17]([CH2:20][C@H:21]([NH:23][C:24](=[O:29])[C:25]([F:27])([F:28])[F:26])[CH3:22])=[CH:18][CH:19]=2)(=[O:13])=[O:12])=[C:4]([CH:8]=[CH:9][CH:10]=1)[C:5]([O:7][CH2:31][CH3:32])=[O:6]. The catalyst class is: 9. (3) The catalyst class is: 680. Product: [Cl:1][C:2]1[CH:7]=[CH:6][CH:5]=[CH:4][C:3]=1[CH:16]([C:15]1[CH:18]=[CH:19][CH:20]=[CH:21][C:14]=1[Cl:13])[OH:17]. Reactant: [Cl:1][C:2]1[CH:7]=[CH:6][CH:5]=[CH:4][C:3]=1I.C([Mg]Br)C.[Cl:13][C:14]1[CH:21]=[CH:20][CH:19]=[CH:18][C:15]=1[CH:16]=[O:17].Cl. (4) Reactant: [F:1][C:2]1[CH:28]=[CH:27][C:5]2[N:6]=[C:7]([NH:9][C:10]3[CH:15]=[CH:14][C:13]([C:16]4[CH:21]=[CH:20][C:19]([C:22]([O:24]C)=[O:23])=[C:18]([CH3:26])[CH:17]=4)=[CH:12][CH:11]=3)[S:8][C:4]=2[CH:3]=1.CO.O.[OH-].[Na+]. Product: [F:1][C:2]1[CH:28]=[CH:27][C:5]2[N:6]=[C:7]([NH:9][C:10]3[CH:15]=[CH:14][C:13]([C:16]4[CH:21]=[CH:20][C:19]([C:22]([OH:24])=[O:23])=[C:18]([CH3:26])[CH:17]=4)=[CH:12][CH:11]=3)[S:8][C:4]=2[CH:3]=1. The catalyst class is: 1. (5) Reactant: [Cl:1][C:2]1[C:3]([C:9]2[N:14]=[C:13]([NH:15][CH2:16][CH:17]3[CH2:22][CH2:21][O:20][CH2:19][CH2:18]3)[C:12]([NH2:23])=[N:11][CH:10]=2)=[CH:4][C:5](F)=[N:6][CH:7]=1.[C@H:24]1([NH2:31])[CH2:29][CH2:28][C@H:27]([NH2:30])[CH2:26][CH2:25]1. The catalyst class is: 16. Product: [NH2:30][C@H:27]1[CH2:28][CH2:29][C@H:24]([NH:31][C:5]2[CH:4]=[C:3]([C:9]3[N:14]=[C:13]([NH:15][CH2:16][CH:17]4[CH2:22][CH2:21][O:20][CH2:19][CH2:18]4)[C:12]([NH2:23])=[N:11][CH:10]=3)[C:2]([Cl:1])=[CH:7][N:6]=2)[CH2:25][CH2:26]1. (6) Reactant: [Cl:1][C:2]1[C:3]2[C:4]3[CH2:15][NH:14][CH2:13][CH2:12][C:5]=3[NH:6][C:7]=2[C:8]([CH3:11])=[CH:9][CH:10]=1.[SiH](CC)(CC)CC. Product: [Cl:1][C:2]1[C:3]2[C@H:4]3[CH2:15][NH:14][CH2:13][CH2:12][C@H:5]3[NH:6][C:7]=2[C:8]([CH3:11])=[CH:9][CH:10]=1. The catalyst class is: 1.